Dataset: Reaction yield outcomes from USPTO patents with 853,638 reactions. Task: Predict the reaction yield, written as a fraction of the theoretical maximum amount of product (1.0 means a 100% yield; for example, 0.34 means a 34% yield). (1) The reactants are C([O:3][C:4](=[O:20])[C:5]1[CH:10]=[C:9]([CH3:11])[C:8]([NH:12][C:13]2[CH:14]=[N:15][C:16]([CH3:19])=[CH:17][CH:18]=2)=[N:7][CH:6]=1)C.[OH-].[Na+]. The catalyst is C1COCC1.CO. The product is [CH3:11][C:9]1[C:8]([NH:12][C:13]2[CH:14]=[N:15][C:16]([CH3:19])=[CH:17][CH:18]=2)=[N:7][CH:6]=[C:5]([CH:10]=1)[C:4]([OH:20])=[O:3]. The yield is 0.670. (2) The reactants are [Si]([O:18][CH:19]1[CH2:22][N:21]([C:23]2[S:24][CH:25]=[C:26]([C:28](=[O:50])[NH:29][CH2:30][CH2:31][O:32][Si](C(C)(C)C)(C3C=CC=CC=3)C3C=CC=CC=3)[N:27]=2)[CH2:20]1)(C(C)(C)C)(C1C=CC=CC=1)C1C=CC=CC=1.[F-].C([N+](CCCC)(CCCC)CCCC)CCC. The catalyst is O1CCCC1. The product is [OH:18][CH:19]1[CH2:22][N:21]([C:23]2[S:24][CH:25]=[C:26]([C:28](=[O:50])[NH:29][CH2:30][CH2:31][OH:32])[N:27]=2)[CH2:20]1. The yield is 0.850. (3) The reactants are [CH3:1][O:2][C:3]([C:5]1[CH:10]=[CH:9][C:8](Br)=[CH:7][N:6]=1)=[O:4].[CH:12]1(B(O)O)[CH2:14][CH2:13]1.CC1(C)C2C=CC=C(P(C3C=CC=CC=3)C3C=CC=CC=3)C=2OC2C1=CC=CC=2P(C1C=CC=CC=1)C1C=CC=CC=1.C(=O)([O-])[O-].[Cs+].[Cs+]. The catalyst is C1C=CC(/C=C/C(/C=C/C2C=CC=CC=2)=O)=CC=1.C1C=CC(/C=C/C(/C=C/C2C=CC=CC=2)=O)=CC=1.C1C=CC(/C=C/C(/C=C/C2C=CC=CC=2)=O)=CC=1.[Pd].[Pd].O1CCOCC1. The product is [CH3:1][O:2][C:3]([C:5]1[CH:10]=[CH:9][C:8]([CH:12]2[CH2:14][CH2:13]2)=[CH:7][N:6]=1)=[O:4]. The yield is 0.450. (4) The reactants are C(N(CC)CC)C.[CH3:8][C:9]1[N:10]([CH2:29][CH:30]2[CH2:35][CH2:34][NH:33][CH2:32][CH2:31]2)[C:11]2[C:16]([CH:17]=1)=[CH:15][C:14]([C:18]1[CH:19]=[N:20][N:21]([CH:23]3[CH2:28][CH2:27][CH2:26][CH2:25][O:24]3)[CH:22]=1)=[CH:13][CH:12]=2.[C:36]1([CH2:42][C:43](Cl)=[O:44])[CH:41]=[CH:40][CH:39]=[CH:38][CH:37]=1.C(=O)(O)[O-].[Na+]. The catalyst is ClCCl. The product is [CH3:8][C:9]1[N:10]([CH2:29][CH:30]2[CH2:31][CH2:32][N:33]([C:43](=[O:44])[CH2:42][C:36]3[CH:41]=[CH:40][CH:39]=[CH:38][CH:37]=3)[CH2:34][CH2:35]2)[C:11]2[C:16]([CH:17]=1)=[CH:15][C:14]([C:18]1[CH:19]=[N:20][N:21]([CH:23]3[CH2:28][CH2:27][CH2:26][CH2:25][O:24]3)[CH:22]=1)=[CH:13][CH:12]=2. The yield is 0.609. (5) The reactants are C(N(C(C)C)CC)(C)C.CCN=C=NCCCN(C)C.Cl.C1C=CC2N(O)N=NC=2C=1.[CH3:32][O:33][C:34](=[O:44])[CH2:35][CH2:36][CH2:37][CH2:38][CH2:39][CH2:40][C:41]([OH:43])=O.Cl.[NH2:46][CH2:47][C:48]([C:50]1[CH:55]=[C:54]([Cl:56])[CH:53]=[CH:52][C:51]=1[O:57][CH:58]([CH3:60])[CH3:59])=[O:49]. The catalyst is C(Cl)Cl. The product is [CH3:32][O:33][C:34](=[O:44])[CH2:35][CH2:36][CH2:37][CH2:38][CH2:39][CH2:40][C:41](=[O:43])[NH:46][CH2:47][C:48]([C:50]1[CH:55]=[C:54]([Cl:56])[CH:53]=[CH:52][C:51]=1[O:57][CH:58]([CH3:60])[CH3:59])=[O:49]. The yield is 0.230. (6) The reactants are C(OC([N:8]1[CH2:13][CH2:12][N:11]([C:14]2[CH:15]=[N:16][C:17]([NH:20][C:21]3[N:22]=[CH:23][C:24]4[CH:30]=[C:29]([CH2:31][O:32][CH2:33][CH2:34][O:35][CH3:36])[C:28](=[O:37])[N:27]([CH:38]5[CH2:42][CH2:41][CH2:40][CH2:39]5)[C:25]=4[N:26]=3)=[CH:18][CH:19]=2)[CH2:10][CH2:9]1)=O)(C)(C)C.Cl. The catalyst is ClCCl.C(OCC)C. The product is [CH:38]1([N:27]2[C:25]3[N:26]=[C:21]([NH:20][C:17]4[CH:18]=[CH:19][C:14]([N:11]5[CH2:10][CH2:9][NH:8][CH2:13][CH2:12]5)=[CH:15][N:16]=4)[N:22]=[CH:23][C:24]=3[CH:30]=[C:29]([CH2:31][O:32][CH2:33][CH2:34][O:35][CH3:36])[C:28]2=[O:37])[CH2:39][CH2:40][CH2:41][CH2:42]1. The yield is 0.859. (7) The reactants are [CH:1]1([N:7]2[C:12]([OH:13])=[C:11]([C:14]([NH:16][CH2:17][C:18]([O:20]CC)=[O:19])=[O:15])[C:10](=[O:23])[NH:9][C:8]2=[O:24])[CH2:6][CH2:5][CH2:4][CH2:3][CH2:2]1.C(=O)([O-])[O-].[K+].[K+].Br[CH2:32][C:33]1[CH:34]=[C:35]2[C:40](=[CH:41][CH:42]=1)[C:39]([CH3:44])([CH3:43])[CH2:38][CH2:37][C:36]2([CH3:46])[CH3:45].Cl. The catalyst is CN(C)C=O. The product is [CH:1]1([N:7]2[C:12]([OH:13])=[C:11]([C:14]([NH:16][CH2:17][C:18]([OH:20])=[O:19])=[O:15])[C:10](=[O:23])[N:9]([CH2:32][C:33]3[CH:42]=[CH:41][C:40]4[C:39]([CH3:44])([CH3:43])[CH2:38][CH2:37][C:36]([CH3:46])([CH3:45])[C:35]=4[CH:34]=3)[C:8]2=[O:24])[CH2:2][CH2:3][CH2:4][CH2:5][CH2:6]1. The yield is 0.350. (8) The reactants are FC(F)(F)C(O)=O.[Cl:8][C:9]1[C:10]([F:37])=[C:11]([CH:15]2[C:19]([C:22]3[CH:27]=[CH:26][C:25]([Cl:28])=[CH:24][CH:23]=3)([C:20]#[N:21])[CH:18]([CH2:29][C:30]([CH3:33])([CH3:32])[CH3:31])[NH:17][CH:16]2[C:34]([OH:36])=O)[CH:12]=[CH:13][CH:14]=1.[CH:38]1([CH2:41][O:42][NH2:43])[CH2:40][CH2:39]1.CN(C(ON1N=NC2C=CC=NC1=2)=[N+](C)C)C.F[P-](F)(F)(F)(F)F.CCN(C(C)C)C(C)C. The catalyst is C(Cl)Cl. The product is [CH:38]1([CH2:41][O:42][NH:43][C:34]([CH:16]2[CH:15]([C:11]3[CH:12]=[CH:13][CH:14]=[C:9]([Cl:8])[C:10]=3[F:37])[C:19]([C:22]3[CH:27]=[CH:26][C:25]([Cl:28])=[CH:24][CH:23]=3)([C:20]#[N:21])[CH:18]([CH2:29][C:30]([CH3:33])([CH3:32])[CH3:31])[NH:17]2)=[O:36])[CH2:40][CH2:39]1. The yield is 0.210.